From a dataset of Catalyst prediction with 721,799 reactions and 888 catalyst types from USPTO. Predict which catalyst facilitates the given reaction. (1) Reactant: C([O:4][C:5](=[CH2:8])[C:6]#N)(=O)C.[CH:9]1[CH2:14][CH2:13]C=[CH:11][CH:10]=1. Product: [CH:6]12[CH2:13][CH2:14][CH:9]([CH:10]=[CH:11]1)[CH2:4][C:5]2=[O:8]. The catalyst class is: 2. (2) Reactant: [CH2:1]([N:3]=[C:4]=[O:5])[CH3:2].[NH2:6][CH2:7][CH2:8][S:9][C:10]1[N:11]=[C:12]([O:28][CH3:29])[C:13]([NH:16][S:17]([C:20]2[CH:25]=[CH:24][CH:23]=[C:22]([Cl:26])[C:21]=2[Cl:27])(=[O:19])=[O:18])=[N:14][CH:15]=1. Product: [Cl:27][C:21]1[C:22]([Cl:26])=[CH:23][CH:24]=[CH:25][C:20]=1[S:17]([NH:16][C:13]1[C:12]([O:28][CH3:29])=[N:11][C:10]([S:9][CH2:8][CH2:7][NH:6][C:4]([NH:3][CH2:1][CH3:2])=[O:5])=[CH:15][N:14]=1)(=[O:18])=[O:19]. The catalyst class is: 4. (3) Reactant: [CH3:1][N:2]1[CH:7]=[C:6]([C:8]2[CH:9]=[C:10]([CH:16]=[CH:17][C:18]=2[O:19][C:20]2[CH:25]=[CH:24][CH:23]=[CH:22][CH:21]=2)[C:11]([O:13]CC)=[O:12])[C:5]2[CH:26]=[CH:27][NH:28][C:4]=2[C:3]1=[O:29].[OH-].[Na+].O.Cl. Product: [CH3:1][N:2]1[CH:7]=[C:6]([C:8]2[CH:9]=[C:10]([CH:16]=[CH:17][C:18]=2[O:19][C:20]2[CH:25]=[CH:24][CH:23]=[CH:22][CH:21]=2)[C:11]([OH:13])=[O:12])[C:5]2[CH:26]=[CH:27][NH:28][C:4]=2[C:3]1=[O:29]. The catalyst class is: 12. (4) Reactant: CN[CH2:3][CH:4]1[CH2:17][S:16][CH2:15][CH2:14][CH2:13][S:12][CH2:11][CH2:10][S:9][CH2:8][CH2:7][CH2:6][S:5]1.[H][H].OCC1[CH2:35][S:34]CCCSCCSCCCS1.O=S(Cl)Cl.[CH2:40](Cl)[Cl:41]. Product: [Cl:41][CH2:40][CH:10]1[CH2:11][S:12][CH2:13][CH2:14][CH2:15][S:16][CH2:17][CH2:35][S:34][CH2:3][CH2:4][S:5][CH2:6][CH2:7][CH2:8][S:9]1. The catalyst class is: 5. (5) Reactant: [NH2:1][C:2]1[C:13]([C:14]([O:16]CC=C)=[O:15])=[C:5]2[N:6]=[CH:7][C:8]([CH2:10][C:11]#[N:12])=[CH:9][N:4]2[N:3]=1.C1([SiH3])C=CC=CC=1. The catalyst class is: 532. Product: [NH2:1][C:2]1[C:13]([C:14]([OH:16])=[O:15])=[C:5]2[N:6]=[CH:7][C:8]([CH2:10][C:11]#[N:12])=[CH:9][N:4]2[N:3]=1.